From a dataset of Reaction yield outcomes from USPTO patents with 853,638 reactions. Predict the reaction yield, written as a fraction of the theoretical maximum amount of product (1.0 means a 100% yield; for example, 0.34 means a 34% yield). (1) The reactants are C1(P(C2C=CC=CC=2)C2C=CC=CC=2)C=CC=CC=1.O[CH2:21][C:22]1[O:23][C:24](=[O:38])[C:25]2[C:30]([C:31]=1[C:32]1[CH:37]=[CH:36][CH:35]=[CH:34][CH:33]=1)=[CH:29][CH:28]=[CH:27][CH:26]=2.[Br:39]C(Br)(Br)Br.C(Cl)Cl. The catalyst is CO. The product is [Br:39][CH2:21][C:22]1[O:23][C:24](=[O:38])[C:25]2[C:30]([C:31]=1[C:32]1[CH:37]=[CH:36][CH:35]=[CH:34][CH:33]=1)=[CH:29][CH:28]=[CH:27][CH:26]=2. The yield is 0.476. (2) The reactants are [CH2:1]([C:3]1[S:7][C:6]([CH:8]=[O:9])=[CH:5][CH:4]=1)[CH3:2].[N+:10]([CH:12](S(C1C=CC(C)=CC=1)(=O)=O)[CH3:13])#[C-:11].C([O-])([O-])=O.[K+].[K+].O. The catalyst is CO. The product is [CH2:1]([C:3]1[S:7][C:6]([C:8]2[O:9][CH:11]=[N:10][C:12]=2[CH3:13])=[CH:5][CH:4]=1)[CH3:2]. The yield is 1.02. (3) The reactants are [NH2:1][C:2]1[N:3]=[C:4]2[CH:9]=[CH:8][C:7]([O:10][C:11]3[CH:12]=[C:13]([NH:17][C:18](=[O:29])[C:19]4[CH:24]=[CH:23][CH:22]=[C:21]([C:25]([F:28])([F:27])[F:26])[CH:20]=4)[CH:14]=[CH:15][CH:16]=3)=[N:6][N:5]2[CH:30]=1.[C:31](Cl)(=[O:38])[O:32][CH2:33][C:34]([Cl:37])([Cl:36])[Cl:35].C(N(CC)CC)C. The catalyst is O1CCCC1. The product is [F:26][C:25]([F:28])([F:27])[C:21]1[CH:20]=[C:19]([CH:24]=[CH:23][CH:22]=1)[C:18]([NH:17][C:13]1[CH:12]=[C:11]([CH:16]=[CH:15][CH:14]=1)[O:10][C:7]1[CH:8]=[CH:9][C:4]2[N:5]([CH:30]=[C:2]([NH:1][C:31](=[O:38])[O:32][CH2:33][C:34]([Cl:37])([Cl:36])[Cl:35])[N:3]=2)[N:6]=1)=[O:29]. The yield is 0.760. (4) The reactants are [Br:1][C:2]1[CH:7]=[CH:6][C:5]([C:8]([C:10]2[CH:15]=[CH:14][C:13]([N+:16]([O-:18])=[O:17])=[CH:12][CH:11]=2)=[O:9])=[CH:4][CH:3]=1.OS(O)(=O)=O.[N+:24]([O-])([OH:26])=[O:25]. The catalyst is ClC(Cl)C. The product is [Br:1][C:2]1[CH:3]=[CH:4][C:5]([C:8]([C:10]2[CH:15]=[CH:14][C:13]([N+:16]([O-:18])=[O:17])=[CH:12][CH:11]=2)=[O:9])=[CH:6][C:7]=1[N+:24]([O-:26])=[O:25]. The yield is 0.780.